Task: Predict the product of the given reaction.. Dataset: Forward reaction prediction with 1.9M reactions from USPTO patents (1976-2016) The product is: [Br:1][C:2]1[CH:7]=[CH:6][C:5]([CH3:8])=[CH:4][C:3]=1[NH:9][C:20]([CH:17]1[CH2:19][CH2:18]1)=[O:21]. Given the reactants [Br:1][C:2]1[CH:7]=[CH:6][C:5]([CH3:8])=[CH:4][C:3]=1[NH2:9].C(N(CC)CC)C.[CH:17]1([C:20](Cl)=[O:21])[CH2:19][CH2:18]1, predict the reaction product.